From a dataset of Full USPTO retrosynthesis dataset with 1.9M reactions from patents (1976-2016). Predict the reactants needed to synthesize the given product. (1) Given the product [NH2:4][C:3]1[CH:5]=[CH:6][CH:7]=[CH:8][C:2]=1[C:1]1[O:9][C:1](=[O:10])[C:2]2[CH:8]=[CH:7][CH:6]=[CH:5][C:3]=2[N:4]=1, predict the reactants needed to synthesize it. The reactants are: [C:1]([OH:10])(=[O:9])[C:2]1[C:3](=[CH:5][CH:6]=[CH:7][CH:8]=1)[NH2:4].S(Cl)(Cl)=O.O. (2) Given the product [NH2:37][C:32]1[CH:33]=[CH:34][CH:35]=[CH:36][C:31]=1[C:30]([NH:29][C:26]1[CH:25]=[CH:24][C:23]([CH2:22][CH:5]([C:6]([NH:8][S:9]([C:12]2[CH:21]=[CH:20][C:19]3[C:14](=[CH:15][CH:16]=[CH:17][CH:18]=3)[CH:13]=2)(=[O:11])=[O:10])=[O:7])[C:4]([N:3]([CH2:42][CH3:43])[CH2:1][CH3:2])=[O:41])=[CH:28][CH:27]=1)=[O:40], predict the reactants needed to synthesize it. The reactants are: [CH2:1]([N:3]([CH2:42][CH3:43])[C:4](=[O:41])[CH:5]([CH2:22][C:23]1[CH:28]=[CH:27][C:26]([NH:29][C:30](=[O:40])[C:31]2[CH:36]=[CH:35][CH:34]=[CH:33][C:32]=2[N+:37]([O-])=O)=[CH:25][CH:24]=1)[C:6]([NH:8][S:9]([C:12]1[CH:21]=[CH:20][C:19]2[C:14](=[CH:15][CH:16]=[CH:17][CH:18]=2)[CH:13]=1)(=[O:11])=[O:10])=[O:7])[CH3:2].C(OCC)(=O)C.